From a dataset of Catalyst prediction with 721,799 reactions and 888 catalyst types from USPTO. Predict which catalyst facilitates the given reaction. Reactant: [F:1][C:2]([F:14])([F:13])[C:3]1[CH:4]=[C:5]([NH:9][C:10]([NH2:12])=[S:11])[CH:6]=[CH:7][CH:8]=1.[Br:15][C:16]1[CH:23]=[C:22]([C:24]#[N:25])[CH:21]=[CH:20][C:17]=1[CH:18]=O.[C:26]([O:32][CH3:33])(=[O:31])[CH2:27][C:28]([CH3:30])=O.C[Si](OP([O-])([O-])=O)(C)C.Cl. Product: [CH3:33][O:32][C:26]([C:27]1[CH:18]([C:17]2[CH:20]=[CH:21][C:22]([C:24]#[N:25])=[CH:23][C:16]=2[Br:15])[NH:12][C:10](=[S:11])[N:9]([C:5]2[CH:6]=[CH:7][CH:8]=[C:3]([C:2]([F:1])([F:13])[F:14])[CH:4]=2)[C:28]=1[CH3:30])=[O:31]. The catalyst class is: 1.